This data is from Full USPTO retrosynthesis dataset with 1.9M reactions from patents (1976-2016). The task is: Predict the reactants needed to synthesize the given product. (1) Given the product [Cl:1][C:2]1[CH:20]=[CH:19][C:5]2[N:6]([CH3:18])[C:7](=[O:17])[CH2:8][N:9]3[C:29](=[O:30])[C@@H:28]([O:27][C:26]4[CH:32]=[CH:33][C:23]([O:22][CH3:21])=[CH:24][CH:25]=4)[C@:10]3([C:11]3[CH:16]=[CH:15][CH:14]=[CH:13][CH:12]=3)[C:4]=2[CH:3]=1, predict the reactants needed to synthesize it. The reactants are: [Cl:1][C:2]1[CH:20]=[CH:19][C:5]2[N:6]([CH3:18])[C:7](=[O:17])[CH2:8][N:9]=[C:10]([C:11]3[CH:16]=[CH:15][CH:14]=[CH:13][CH:12]=3)[C:4]=2[CH:3]=1.[CH3:21][O:22][C:23]1[CH:33]=[CH:32][C:26]([O:27][CH2:28][C:29](O)=[O:30])=[CH:25][CH:24]=1. (2) Given the product [CH2:1]([O:8][C:9]([N:11]1[CH2:12][CH:13]([C:15]([O:17][CH3:18])=[O:16])[CH2:14]1)=[O:10])[C:2]1[CH:3]=[CH:4][CH:5]=[CH:6][CH:7]=1, predict the reactants needed to synthesize it. The reactants are: [CH2:1]([O:8][C:9]([N:11]1[CH2:14][CH:13]([C:15]([OH:17])=[O:16])[CH2:12]1)=[O:10])[C:2]1[CH:7]=[CH:6][CH:5]=[CH:4][CH:3]=1.[CH3:18][Si](C=[N+]=[N-])(C)C.